Dataset: Forward reaction prediction with 1.9M reactions from USPTO patents (1976-2016). Task: Predict the product of the given reaction. (1) Given the reactants [NH2:1][CH:2]1[CH:6]([C:7]2[CH:12]=[CH:11][C:10]([F:13])=[CH:9][CH:8]=2)[CH2:5][N:4](C(OC(C)(C)C)=O)[CH2:3]1.Cl[C:22]1[C:31]2[C:26](=[C:27]([C:32]([NH2:34])=[O:33])[CH:28]=[CH:29][CH:30]=2)[N:25]=[C:24]([CH3:35])[N:23]=1, predict the reaction product. The product is: [F:13][C:10]1[CH:9]=[CH:8][C:7]([CH:6]2[CH2:5][NH:4][CH2:3][CH:2]2[NH:1][C:22]2[C:31]3[C:26](=[C:27]([C:32]([NH2:34])=[O:33])[CH:28]=[CH:29][CH:30]=3)[N:25]=[C:24]([CH3:35])[N:23]=2)=[CH:12][CH:11]=1. (2) Given the reactants [Se-2:1].[Na+].[Na+].Cl[C:5]1[CH:12]=[CH:11][CH:10]=[CH:9][C:6]=1[C:7]#[N:8].Cl[CH2:14][C:15]#[N:16].C[O-].[Na+], predict the reaction product. The product is: [NH2:8][C:7]1[C:6]2[CH:9]=[CH:10][CH:11]=[CH:12][C:5]=2[Se:1][C:14]=1[C:15]#[N:16]. (3) Given the reactants O=[C:2]1[CH2:6][S:5][C:4]([NH:7][C:8](=[O:10])[CH3:9])=[N:3]1.O=P(Cl)(Cl)[Cl:13], predict the reaction product. The product is: [Cl:13][C:2]1[N:3]=[C:4]([NH:7][C:8](=[O:10])[CH3:9])[S:5][CH:6]=1. (4) Given the reactants [Cl:1][C:2]1[C:11]2[C:6](=[C:7]([NH2:12])[CH:8]=[CH:9][CH:10]=2)[N:5]=[CH:4][CH:3]=1.[N+:13]([C:16]1[CH:21]=[CH:20][CH:19]=[CH:18][C:17]=1[S:22](Cl)(=[O:24])=[O:23])([O-:15])=[O:14].N1C=CC=CC=1, predict the reaction product. The product is: [Cl:1][C:2]1[C:11]2[C:6](=[C:7]([NH:12][S:22]([C:17]3[CH:18]=[CH:19][CH:20]=[CH:21][C:16]=3[N+:13]([O-:15])=[O:14])(=[O:23])=[O:24])[CH:8]=[CH:9][CH:10]=2)[N:5]=[CH:4][CH:3]=1. (5) The product is: [CH3:37][C:23]1[N:22]=[C:21]([C:17]2[CH:18]=[N:19][CH:20]=[C:15]([C:11]3[CH:10]=[C:9]([S:6]([NH2:5])(=[O:8])=[O:7])[CH:14]=[CH:13][CH:12]=3)[CH:16]=2)[CH:26]=[C:25]([C:27]2[CH:32]=[CH:31][C:30]([C:33]([F:36])([F:34])[F:35])=[CH:29][CH:28]=2)[CH:24]=1. Given the reactants C([NH:5][S:6]([C:9]1[CH:14]=[CH:13][CH:12]=[C:11]([C:15]2[CH:16]=[C:17]([C:21]3[CH:26]=[C:25]([C:27]4[CH:32]=[CH:31][C:30]([C:33]([F:36])([F:35])[F:34])=[CH:29][CH:28]=4)[CH:24]=[C:23]([CH3:37])[N:22]=3)[CH:18]=[N:19][CH:20]=2)[CH:10]=1)(=[O:8])=[O:7])(C)(C)C.C(O)(C(F)(F)F)=O, predict the reaction product. (6) Given the reactants [H-].[Na+].[CH3:3][CH2:4][O:5][C:6]([CH:8](P(OCC)(OCC)=O)[CH3:9])=[O:7].[Br:18][C:19]1[CH:20]=[CH:21][C:22]([N:27]([CH3:35])[CH2:28][C:29]2[CH:30]=[N:31][N:32]([CH3:34])[CH:33]=2)=[C:23]([CH:26]=1)[CH:24]=O, predict the reaction product. The product is: [Br:18][C:19]1[CH:20]=[CH:21][C:22]([N:27]([CH3:35])[CH2:28][C:29]2[CH:30]=[N:31][N:32]([CH3:34])[CH:33]=2)=[C:23](/[CH:24]=[C:8](\[CH3:9])/[C:6]([O:5][CH2:4][CH3:3])=[O:7])[CH:26]=1. (7) Given the reactants [CH3:1][C:2]([CH3:60])([CH2:10][C:11]([O:13][C@H:14]1[CH2:31][CH2:30][C@@:29]2([CH3:32])[C@@H:16]([CH2:17][CH2:18][C@:19]3([CH3:57])[C@@H:28]2[CH2:27][CH2:26][C@H:25]2[C@@:20]3([CH3:56])[CH2:21][CH2:22][C@@:23]3(/[CH:40]=[C:41](\[CH3:55])/[C:42]([NH:44][C:45]4([C:48]5[CH:53]=[CH:52][C:51]([Cl:54])=[CH:50][CH:49]=5)[CH2:47][CH2:46]4)=[O:43])[CH2:35][C:34](=[O:36])[C:33]([CH:37]([CH3:39])[CH3:38])=[C:24]32)[C:15]1([CH3:59])[CH3:58])=[O:12])[C:3]([O:5]C(C)(C)C)=[O:4].C(O)(C(F)(F)F)=O.CC#N.O, predict the reaction product. The product is: [Cl:54][C:51]1[CH:50]=[CH:49][C:48]([C:45]2([NH:44][C:42](=[O:43])/[C:41](/[CH3:55])=[CH:40]/[C@:23]34[CH2:35][C:34](=[O:36])[C:33]([CH:37]([CH3:38])[CH3:39])=[C:24]3[C@@H:25]3[C@@:20]([CH3:56])([CH2:21][CH2:22]4)[C@@:19]4([CH3:57])[C@@H:28]([C@:29]5([CH3:32])[C@@H:16]([CH2:17][CH2:18]4)[C:15]([CH3:58])([CH3:59])[C@@H:14]([O:13][C:11](=[O:12])[CH2:10][C:2]([CH3:1])([CH3:60])[C:3]([OH:5])=[O:4])[CH2:31][CH2:30]5)[CH2:27][CH2:26]3)[CH2:47][CH2:46]2)=[CH:53][CH:52]=1. (8) Given the reactants [OH:1][C@@H:2]1[C@H:6]2[O:7][CH2:8][C@:3]1([CH2:18][OH:19])[O:4][C@H:5]2[N:9]1[CH:17]=[C:15]([CH3:16])[C:13](=[O:14])[NH:12][C:10]1=[O:11].[CH3:20][O:21][C:22]1[CH:43]=[CH:42][C:25]([C:26](Cl)([C:35]2[CH:40]=[CH:39][CH:38]=[CH:37][CH:36]=2)[C:27]2[CH:32]=[CH:31][C:30]([O:33][CH3:34])=[CH:29][CH:28]=2)=[CH:24][CH:23]=1.C(=O)([O-])O.[Na+], predict the reaction product. The product is: [CH3:34][O:33][C:30]1[CH:29]=[CH:28][C:27]([C:26]([O:19][CH2:18][C@@:3]23[C@H:2]([OH:1])[C@@H:6]([O:7][CH2:8]2)[C@H:5]([N:9]2[CH:17]=[C:15]([CH3:16])[C:13](=[O:14])[NH:12][C:10]2=[O:11])[O:4]3)([C:35]2[CH:36]=[CH:37][CH:38]=[CH:39][CH:40]=2)[C:25]2[CH:42]=[CH:43][C:22]([O:21][CH3:20])=[CH:23][CH:24]=2)=[CH:32][CH:31]=1.